From a dataset of Full USPTO retrosynthesis dataset with 1.9M reactions from patents (1976-2016). Predict the reactants needed to synthesize the given product. (1) Given the product [CH:1]1([C:7]2[C:8]3[CH:31]=[CH:30][C:29]([C:32]([O:34][CH3:35])=[O:33])=[CH:28][C:9]=3[N:10]3[C:16]=2[C:15]2[CH:17]=[CH:18][C:19]([O:21][CH:22]4[CH2:27][CH2:26][CH2:25][N:24]([S:37]([CH3:36])(=[O:39])=[O:38])[CH2:23]4)=[CH:20][C:14]=2[O:13][CH2:12][CH2:11]3)[CH2:2][CH2:3][CH2:4][CH2:5][CH2:6]1, predict the reactants needed to synthesize it. The reactants are: [CH:1]1([C:7]2[C:8]3[CH:31]=[CH:30][C:29]([C:32]([O:34][CH3:35])=[O:33])=[CH:28][C:9]=3[N:10]3[C:16]=2[C:15]2[CH:17]=[CH:18][C:19]([O:21][CH:22]4[CH2:27][CH2:26][CH2:25][NH:24][CH2:23]4)=[CH:20][C:14]=2[O:13][CH2:12][CH2:11]3)[CH2:6][CH2:5][CH2:4][CH2:3][CH2:2]1.[CH3:36][S:37](Cl)(=[O:39])=[O:38].C1(C)C=CC=CC=1. (2) The reactants are: Br[C:2]1[CH:30]=[CH:29][C:5]([CH2:6][O:7][C:8]2[CH:13]=[CH:12][C:11]([C:14](=[O:28])[CH2:15][C:16]([C:18]3[CH:23]=[CH:22][C:21]([C:24]([CH3:27])([CH3:26])[CH3:25])=[CH:20][CH:19]=3)=[O:17])=[CH:10][CH:9]=2)=[CH:4][CH:3]=1.[CH2:31]([N:35]1[CH2:40][CH2:39][C:38]([CH3:42])([CH3:41])[C:37]([C:43](=[O:48])[CH2:44][CH2:45][CH:46]=[CH2:47])=[CH:36]1)[CH:32]([CH3:34])[CH3:33].C(N(CC)CC)C.COC1C=CC=CC=1P(C1C=CC=CC=1OC)C1C=CC=CC=1OC. Given the product [C:24]([C:21]1[CH:22]=[CH:23][C:18]([C:16](=[O:17])[CH2:15][C:14]([C:11]2[CH:12]=[CH:13][C:8]([O:7][CH2:6][C:5]3[CH:29]=[CH:30][C:2]([CH:47]=[CH:46][CH2:45][CH2:44][C:43]([C:37]4[C:38]([CH3:41])([CH3:42])[CH2:39][CH2:40][N:35]([CH2:31][CH:32]([CH3:34])[CH3:33])[CH:36]=4)=[O:48])=[CH:3][CH:4]=3)=[CH:9][CH:10]=2)=[O:28])=[CH:19][CH:20]=1)([CH3:27])([CH3:26])[CH3:25], predict the reactants needed to synthesize it. (3) Given the product [Br:20][C:17]1[CH:18]=[CH:19][C:14]([N:13]2[CH2:12][CH2:11][C:5]3([CH2:10][CH2:9][O:8][CH2:7][CH2:6]3)[C:3]2=[O:2])=[N:15][CH:16]=1, predict the reactants needed to synthesize it. The reactants are: C[O:2][C:3]([C:5]1([CH2:11][CH2:12][NH:13][C:14]2[CH:19]=[CH:18][C:17]([Br:20])=[CH:16][N:15]=2)[CH2:10][CH2:9][O:8][CH2:7][CH2:6]1)=O.CC(C)([O-])C.[K+]. (4) Given the product [CH:12]([CH:13]1[CH2:17][CH2:16][N:15]([C:18]([O:20][C:21]([CH3:24])([CH3:23])[CH3:22])=[O:19])[CH2:14]1)=[O:11], predict the reactants needed to synthesize it. The reactants are: CS(C)=O.C(Cl)(=O)C(Cl)=O.[OH:11][CH2:12][CH:13]1[CH2:17][CH2:16][N:15]([C:18]([O:20][C:21]([CH3:24])([CH3:23])[CH3:22])=[O:19])[CH2:14]1.